From a dataset of Serine/threonine kinase 33 screen with 319,792 compounds. Binary Classification. Given a drug SMILES string, predict its activity (active/inactive) in a high-throughput screening assay against a specified biological target. (1) The drug is S(=O)(=O)(N1CCN(CC(=O)NCC2(N3CCOCC3)CCCCC2)CC1)c1c(cccc1)C#N. The result is 0 (inactive). (2) The result is 0 (inactive). The molecule is O=c1n2C3(CCCCC3)Cc3c(c2nc2c1cccc2)cccc3.